Task: Predict which catalyst facilitates the given reaction.. Dataset: Catalyst prediction with 721,799 reactions and 888 catalyst types from USPTO (1) Reactant: [Cl:1][C:2]1[CH:7]=[C:6]([O:8][CH3:9])[C:5]([CH3:10])=[CH:4][C:3]=1[CH2:11][OH:12]. Product: [Cl:1][C:2]1[CH:7]=[C:6]([O:8][CH3:9])[C:5]([CH3:10])=[CH:4][C:3]=1[CH:11]=[O:12]. The catalyst class is: 784. (2) Reactant: [CH3:1][Mg]Br.[F:4][C:5]1[C:10]([F:11])=[CH:9][CH:8]=[CH:7][C:6]=1[C@H:12]1[CH2:18][N:17]2[C:19]([CH2:22][C:23](=[O:25])[CH3:24])=[CH:20][N:21]=[C:16]2[C@H:15]([NH:26][C:27](=[O:33])[O:28][C:29]([CH3:32])([CH3:31])[CH3:30])[CH2:14][CH2:13]1. Product: [F:4][C:5]1[C:10]([F:11])=[CH:9][CH:8]=[CH:7][C:6]=1[C@H:12]1[CH2:18][N:17]2[C:19]([CH2:22][C:23]([OH:25])([CH3:1])[CH3:24])=[CH:20][N:21]=[C:16]2[C@H:15]([NH:26][C:27](=[O:33])[O:28][C:29]([CH3:32])([CH3:31])[CH3:30])[CH2:14][CH2:13]1. The catalyst class is: 7. (3) Reactant: Cl.Cl.[CH:3]([N:6]1[CH2:11][CH2:10][N:9]([C:12]([CH:14]2[CH2:19][CH2:18][NH:17][CH2:16][CH2:15]2)=[O:13])[CH2:8][C@@H:7]1[CH3:20])([CH3:5])[CH3:4].C([O-])([O-])=O.[K+].[K+]. Product: [CH:3]([N:6]1[CH2:11][CH2:10][N:9]([C:12]([CH:14]2[CH2:15][CH2:16][NH:17][CH2:18][CH2:19]2)=[O:13])[CH2:8][C@@H:7]1[CH3:20])([CH3:5])[CH3:4]. The catalyst class is: 6. (4) Reactant: [N:1]1[C:10]2[C:5](=[CH:6][C:7]([CH2:11][C:12]3[N:16]4[N:17]=[C:18]([C:21](=O)[CH3:22])[CH:19]=[CH:20][C:15]4=[N:14][N:13]=3)=[CH:8][CH:9]=2)[CH:4]=[CH:3][CH:2]=1.Cl.[NH:25]([C:27]([NH2:29])=[O:28])[NH2:26]. Product: [N:1]1[C:10]2[C:5](=[CH:6][C:7]([CH2:11][C:12]3[N:16]4[N:17]=[C:18](/[C:21](=[N:26]/[NH:25][C:27]([NH2:29])=[O:28])/[CH3:22])[CH:19]=[CH:20][C:15]4=[N:14][N:13]=3)=[CH:8][CH:9]=2)[CH:4]=[CH:3][CH:2]=1. The catalyst class is: 5.